Dataset: Reaction yield outcomes from USPTO patents with 853,638 reactions. Task: Predict the reaction yield, written as a fraction of the theoretical maximum amount of product (1.0 means a 100% yield; for example, 0.34 means a 34% yield). (1) The reactants are [NH2:1][C:2]1[CH:10]=[CH:9][CH:8]=[C:7]([Cl:11])[C:3]=1[C:4]([OH:6])=O.O=S(Cl)Cl.[NH2:16][C:17]1[C:18]([CH3:23])=[CH:19][CH:20]=[CH:21][CH:22]=1.C(Cl)(Cl)Cl. The catalyst is C1C=CC=CC=1. The product is [NH2:1][C:2]1[CH:10]=[CH:9][CH:8]=[C:7]([Cl:11])[C:3]=1[C:4]([NH:16][C:17]1[CH:22]=[CH:21][CH:20]=[CH:19][C:18]=1[CH3:23])=[O:6]. The yield is 0.550. (2) The reactants are [CH3:1][C:2]1[O:6][N:5]=[C:4]([C:7]2[CH:12]=[CH:11][CH:10]=[CH:9][CH:8]=2)[C:3]=1[C:13]([NH:15][NH2:16])=[O:14].[CH2:17]([O:24][C:25]1[CH:33]=[CH:32][CH:31]=[CH:30][C:26]=1[C:27](O)=O)[C:18]1[CH:23]=[CH:22][CH:21]=[CH:20][CH:19]=1. No catalyst specified. The product is [CH2:17]([O:24][C:25]1[CH:33]=[CH:32][CH:31]=[CH:30][C:26]=1[C:27]1[O:14][C:13]([C:3]2[C:4]([C:7]3[CH:12]=[CH:11][CH:10]=[CH:9][CH:8]=3)=[N:5][O:6][C:2]=2[CH3:1])=[N:15][N:16]=1)[C:18]1[CH:19]=[CH:20][CH:21]=[CH:22][CH:23]=1. The yield is 0.290. (3) The reactants are [F:1][C:2]([F:33])([C:24]1[CH:29]=[CH:28][CH:27]=[C:26]([N+:30]([O-])=O)[CH:25]=1)[C:3]1[C:8]([F:9])=[CH:7][N:6]=[C:5]([NH:10][C:11]2[CH:16]=[CH:15][C:14]([N:17]3[CH2:22][CH2:21][N:20]([CH3:23])[CH2:19][CH2:18]3)=[CH:13][CH:12]=2)[N:4]=1.O.[Cl-].[NH4+]. The catalyst is C1COCC1.[Fe]. The product is [NH2:30][C:26]1[CH:25]=[C:24]([C:2]([F:1])([F:33])[C:3]2[C:8]([F:9])=[CH:7][N:6]=[C:5]([NH:10][C:11]3[CH:12]=[CH:13][C:14]([N:17]4[CH2:22][CH2:21][N:20]([CH3:23])[CH2:19][CH2:18]4)=[CH:15][CH:16]=3)[N:4]=2)[CH:29]=[CH:28][CH:27]=1. The yield is 0.680. (4) The yield is 0.790. The product is [Br:1][CH:6]([C:8]1[CH:9]=[C:10]([C:25]([O:27][CH3:28])=[O:26])[CH:11]=[C:12]2[C:17]=1[O:16][C:15]([N:18]1[CH2:23][CH2:22][O:21][CH2:20][CH2:19]1)=[CH:14][C:13]2=[O:24])[CH3:7]. The reactants are [Br:1]P(Br)Br.O[CH:6]([C:8]1[CH:9]=[C:10]([C:25]([O:27][CH3:28])=[O:26])[CH:11]=[C:12]2[C:17]=1[O:16][C:15]([N:18]1[CH2:23][CH2:22][O:21][CH2:20][CH2:19]1)=[CH:14][C:13]2=[O:24])[CH3:7]. The catalyst is C(Cl)Cl. (5) The reactants are [CH3:1][O:2][C:3](=[O:15])[C:4]([CH:6]([OH:14])[C:7]1[CH:8]=[N:9][C:10]([CH3:13])=[N:11][CH:12]=1)=[CH2:5].[C:16](OC(=O)C)(=[O:18])[CH3:17].C([O-])(O)=O.[Na+]. The catalyst is CN(C1C=CN=CC=1)C.C(Cl)Cl. The product is [CH3:1][O:2][C:3](=[O:15])[C:4]([CH:6]([O:14][C:16](=[O:18])[CH3:17])[C:7]1[CH:12]=[N:11][C:10]([CH3:13])=[N:9][CH:8]=1)=[CH2:5]. The yield is 0.611. (6) The reactants are C([C:5]1[C:10]2[C:11]([N:14](C3C4C(C(C)(C)C)=C(C5C=C(Cl)C=CC=5OC5C=C(F)C(S(=O)(=O)N(C6N=CC=CN=6)CC6C=CC=CC=6)=CC=5F)C=CC=4ON=3)C(=O)[O-])=[N:12][O:13][C:9]=2[CH:8]=[CH:7][C:6]=1[C:64]1[CH:69]=[C:68]([Cl:70])[CH:67]=[CH:66][C:65]=1[O:71][C:72]1[CH:77]=[C:76]([F:78])[C:75]([S:79](=[O:95])(=[O:94])[N:80](CC2C=CC=CC=2)[C:81]2[N:86]=[CH:85][CH:84]=[CH:83][N:82]=2)=[CH:74][C:73]=1[F:96])(C)(C)C.C([SiH](CC)CC)C.FC(F)(F)S(O)(=O)=O. The catalyst is FC(F)(F)C(O)=O. The product is [NH2:14][C:11]1[C:10]2[CH:5]=[C:6]([C:64]3[CH:69]=[C:68]([Cl:70])[CH:67]=[CH:66][C:65]=3[O:71][C:72]3[C:73]([F:96])=[CH:74][C:75]([S:79]([NH:80][C:81]4[N:86]=[CH:85][CH:84]=[CH:83][N:82]=4)(=[O:94])=[O:95])=[C:76]([F:78])[CH:77]=3)[CH:7]=[CH:8][C:9]=2[O:13][N:12]=1. The yield is 0.720. (7) The reactants are [Cl-:1].[NH3+:2][CH2:3][CH2:4][CH2:5][CH2:6][C:7]([C:9]1[CH:10]=[NH+:11][CH:12]=[CH:13][CH:14]=1)=O.[Cl-].[CH:16]([C:18]1[O:22][C:21]([C:23]2[CH:27]=[CH:26][S:25][C:24]=2[C:28]([O:30][CH3:31])=[O:29])=[CH:20][CH:19]=1)=O.Cl. The catalyst is C(O)(C)C. The product is [ClH:1].[ClH:1].[N:11]1[CH:12]=[CH:13][CH:14]=[C:9]([C:7]2[C:6](=[CH:16][C:18]3[O:22][C:21]([C:23]4[CH:27]=[CH:26][S:25][C:24]=4[C:28]([O:30][CH3:31])=[O:29])=[CH:20][CH:19]=3)[CH2:5][CH2:4][CH2:3][N:2]=2)[CH:10]=1. The yield is 0.480.